Dataset: Forward reaction prediction with 1.9M reactions from USPTO patents (1976-2016). Task: Predict the product of the given reaction. (1) Given the reactants [CH2:1]([Li])CCC.C(NC(C)C)(C)C.[CH:13]1([C:17]([O:19][CH2:20][CH3:21])=[O:18])[CH2:16][CH2:15][CH2:14]1.ICI.[C:25]([O-:28])(=[S:27])[CH3:26].[K+], predict the reaction product. The product is: [CH2:20]([O:19][C:17]([C:13]1([CH2:1][S:27][C:25](=[O:28])[CH3:26])[CH2:16][CH2:15][CH2:14]1)=[O:18])[CH3:21]. (2) Given the reactants [CH2:1]([N:8]1[C:12](=[O:13])[C:11](=[C:14]2[N:18]([CH3:19])[C:17]3[CH:20]=[C:21]([O:24][CH2:25][CH2:26]Cl)[CH:22]=[CH:23][C:16]=3[S:15]2)[S:10][C:9]1=[N:28][C:29]1[CH:30]=[C:31]([NH:38][C:39](=[O:44])[CH2:40][N:41]([CH3:43])[CH3:42])[CH:32]=[CH:33][C:34]=1[NH:35][CH2:36][CH3:37])[C:2]1[CH:7]=[CH:6][CH:5]=[CH:4][CH:3]=1.[C:45]([O-:48])(=[O:47])[CH3:46].[Na+], predict the reaction product. The product is: [CH2:1]([N:8]1[C:12](=[O:13])[C:11](=[C:14]2[N:18]([CH3:19])[C:17]3[CH:20]=[C:21]([O:24][CH2:25][CH2:26][O:48][C:45](=[O:47])[CH3:46])[CH:22]=[CH:23][C:16]=3[S:15]2)[S:10][C:9]1=[N:28][C:29]1[CH:30]=[C:31]([NH:38][C:39](=[O:44])[CH2:40][N:41]([CH3:43])[CH3:42])[CH:32]=[CH:33][C:34]=1[NH:35][CH2:36][CH3:37])[C:2]1[CH:7]=[CH:6][CH:5]=[CH:4][CH:3]=1. (3) Given the reactants [H-].[H-].[H-].[H-].[Li+].[Al+3].[CH3:7][O:8][C:9]1[CH:14]=[C:13]([CH:15]=[C:16]([N+:18]([O-])=O)[CH3:17])[CH:12]=[C:11]([O:21][CH3:22])[CH:10]=1.O.[OH-].[Na+], predict the reaction product. The product is: [CH3:22][O:21][C:11]1[CH:12]=[C:13]([CH2:15][CH:16]([NH2:18])[CH3:17])[CH:14]=[C:9]([O:8][CH3:7])[CH:10]=1. (4) Given the reactants Cl[C:2]1[CH:11]=[C:10]([F:12])[C:9]2[C:4](=[CH:5][CH:6]=[C:7]([O:13]C)[CH:8]=2)[N:3]=1.[C:15]([C:18]1[CH:23]=[CH:22][C:21](B(O)O)=[C:20]([Cl:27])[CH:19]=1)([OH:17])=[O:16], predict the reaction product. The product is: [Cl:27][C:20]1[CH:19]=[C:18]([CH:23]=[CH:22][C:21]=1[C:2]1[CH:11]=[C:10]([F:12])[C:9]2[C:4](=[CH:5][CH:6]=[C:7]([OH:13])[CH:8]=2)[N:3]=1)[C:15]([OH:17])=[O:16]. (5) The product is: [CH2:9]([NH:11][CH2:2][C:3]1[N:4]=[C:5]([CH3:8])[O:6][CH:7]=1)[CH3:10]. Given the reactants Br[CH2:2][C:3]1[N:4]=[C:5]([CH3:8])[O:6][CH:7]=1.[CH2:9]([NH2:11])[CH3:10], predict the reaction product. (6) Given the reactants [CH3:1][O-:2].[Na+].ClC(Cl)(Cl)C([C:8]1[CH:9]=[C:10]([C:13]#[N:14])[NH:11][CH:12]=1)=O.[CH3:17][OH:18], predict the reaction product. The product is: [C:13]([C:10]1[NH:11][CH:12]=[C:8]([C:1]([O:18][CH3:17])=[O:2])[CH:9]=1)#[N:14].